Dataset: Acute oral toxicity (LD50) regression data from Zhu et al.. Task: Regression/Classification. Given a drug SMILES string, predict its toxicity properties. Task type varies by dataset: regression for continuous values (e.g., LD50, hERG inhibition percentage) or binary classification for toxic/non-toxic outcomes (e.g., AMES mutagenicity, cardiotoxicity, hepatotoxicity). Dataset: ld50_zhu. (1) The compound is O=P(O)(O)CCCl. The rat oral LD50 is 1.63, given as -log10 of the dose in mol/kg body weight (higher means more acutely toxic). (2) The drug is CC(=O)c1ccccc1Cl. The rat oral LD50 is 1.93, given as -log10 of the dose in mol/kg body weight (higher means more acutely toxic).